Dataset: Forward reaction prediction with 1.9M reactions from USPTO patents (1976-2016). Task: Predict the product of the given reaction. (1) Given the reactants [OH:1][C:2]1[CH:11]=[C:10]([C:12]([O:14][CH3:15])=[O:13])[CH:9]=[C:8]2[C:3]=1[CH2:4][CH2:5][N:6]([CH2:17][CH:18]([CH3:20])[CH3:19])[C:7]2=[O:16].[CH3:21][S:22]([C:25]1[CH:30]=[CH:29][C:28](F)=[CH:27][CH:26]=1)(=[O:24])=[O:23].C([O-])([O-])=O.[Cs+].[Cs+], predict the reaction product. The product is: [CH2:17]([N:6]1[CH2:5][CH2:4][C:3]2[C:8](=[CH:9][C:10]([C:12]([O:14][CH3:15])=[O:13])=[CH:11][C:2]=2[O:1][C:28]2[CH:29]=[CH:30][C:25]([S:22]([CH3:21])(=[O:24])=[O:23])=[CH:26][CH:27]=2)[C:7]1=[O:16])[CH:18]([CH3:20])[CH3:19]. (2) The product is: [CH:1]1([O:7][CH2:8][C@H:9]2[CH2:14][C@@H:13]([C:15]3[O:19][NH:18][C:17](=[O:20])[CH:16]=3)[CH2:12][CH2:11][N:10]2[C:21]([O:23][CH3:24])=[O:22])[CH2:2][CH2:3][CH2:4][CH2:5][CH2:6]1.[CH:1]1([O:7][CH2:8][C@@H:9]2[CH2:14][C@H:13]([C:15]3[O:19][NH:18][C:17](=[O:20])[CH:16]=3)[CH2:12][CH2:11][N:10]2[C:21]([O:23][CH3:24])=[O:22])[CH2:2][CH2:3][CH2:4][CH2:5][CH2:6]1. Given the reactants [CH:1]1([O:7][CH2:8][C@H:9]2[CH2:14][C@@H:13]([C:15]3[O:19][NH:18][C:17](=[O:20])[CH:16]=3)[CH2:12][CH2:11][N:10]2[C:21]([O:23][CH3:24])=[O:22])[CH2:6][CH2:5][CH2:4][CH2:3][CH2:2]1.CCCCCCC.CC(O)C, predict the reaction product. (3) Given the reactants [F:1][C:2]1[C:7]2[C:8]([C:18](=[O:21])[NH:19][CH3:20])=[C:9]([C:11]3[CH:16]=[CH:15][C:14]([F:17])=[CH:13][CH:12]=3)[O:10][C:6]=2[CH:5]=[CH:4][C:3]=1[C:22]1[C:23]([CH3:33])=[CH:24][C:25]([O:31][CH3:32])=[C:26]([CH:30]=1)[C:27](O)=[O:28].[N:34]1[CH:39]=[CH:38][CH:37]=[N:36][C:35]=1[C:40]1([NH2:43])[CH2:42][CH2:41]1.C(O)(C(F)(F)F)=O.C(N(CC)C(C)C)(C)C, predict the reaction product. The product is: [F:1][C:2]1[C:7]2[C:8]([C:18]([NH:19][CH3:20])=[O:21])=[C:9]([C:11]3[CH:12]=[CH:13][C:14]([F:17])=[CH:15][CH:16]=3)[O:10][C:6]=2[CH:5]=[CH:4][C:3]=1[C:22]1[CH:30]=[C:26]([C:27](=[O:28])[NH:43][C:40]2([C:35]3[N:36]=[CH:37][CH:38]=[CH:39][N:34]=3)[CH2:42][CH2:41]2)[C:25]([O:31][CH3:32])=[CH:24][C:23]=1[CH3:33].